From a dataset of Forward reaction prediction with 1.9M reactions from USPTO patents (1976-2016). Predict the product of the given reaction. Given the reactants [O:1]1[C:10]2[C:5](=[CH:6][CH:7]=[CH:8][CH:9]=2)[CH:4]([O:11][C:12]2[C:20]3[N:19]=[C:18]([CH3:21])[N:17]([CH3:22])[C:16]=3[CH:15]=[C:14]([C:23]([OH:25])=O)[CH:13]=2)[CH2:3][CH2:2]1.[CH3:26][NH:27][CH2:28][CH2:29][OH:30].Cl.CN(C)CCCN=C=NCC.O.ON1C2C=CC=CC=2N=N1, predict the reaction product. The product is: [O:1]1[C:10]2[C:5](=[CH:6][CH:7]=[CH:8][CH:9]=2)[CH:4]([O:11][C:12]2[C:20]3[N:19]=[C:18]([CH3:21])[N:17]([CH3:22])[C:16]=3[CH:15]=[C:14]([C:23]([N:27]([CH2:28][CH2:29][OH:30])[CH3:26])=[O:25])[CH:13]=2)[CH2:3][CH2:2]1.